Dataset: Forward reaction prediction with 1.9M reactions from USPTO patents (1976-2016). Task: Predict the product of the given reaction. (1) Given the reactants [CH3:1][O:2][C:3]1[CH:8]=[C:7]([O:9][CH3:10])[CH:6]=[C:5]([O:11][CH3:12])[C:4]=1[CH2:13][CH2:14][NH2:15].[CH3:16][O:17][C:18]1[CH:23]=[CH:22][C:21]([S:24](Cl)(=[O:26])=[O:25])=[CH:20][CH:19]=1, predict the reaction product. The product is: [CH3:16][O:17][C:18]1[CH:19]=[CH:20][C:21]([S:24]([NH:15][CH2:14][CH2:13][C:4]2[C:5]([O:11][CH3:12])=[CH:6][C:7]([O:9][CH3:10])=[CH:8][C:3]=2[O:2][CH3:1])(=[O:26])=[O:25])=[CH:22][CH:23]=1. (2) Given the reactants [OH:1][C:2]1[C:9]([C:10]([F:13])([F:12])[F:11])=[CH:8][CH:7]=[CH:6][C:3]=1[CH:4]=[O:5].[Br:14]N1C(=O)CCC1=O, predict the reaction product. The product is: [Br:14][C:7]1[CH:8]=[C:9]([C:10]([F:11])([F:12])[F:13])[C:2]([OH:1])=[C:3]([CH:6]=1)[CH:4]=[O:5].